This data is from Full USPTO retrosynthesis dataset with 1.9M reactions from patents (1976-2016). The task is: Predict the reactants needed to synthesize the given product. (1) Given the product [BrH:12].[Br:12][CH2:10][C:9]([C:6]1[CH:7]=[N:8][C:3]([O:2][CH3:1])=[CH:4][CH:5]=1)=[O:11], predict the reactants needed to synthesize it. The reactants are: [CH3:1][O:2][C:3]1[N:8]=[CH:7][C:6]([C:9](=[O:11])[CH3:10])=[CH:5][CH:4]=1.[BrH:12].BrBr. (2) The reactants are: C([N:8]1[CH2:13][CH2:12][C@@H:11]2[O:14][CH2:15][C:16]3[C:17]([Cl:23])=[C:18]([Cl:22])[CH:19]=[CH:20][C:21]=3[C@H:10]2[CH2:9]1)C1C=CC=CC=1.ClC(OC(Cl)C)=O.CO. Given the product [Cl:23][C:17]1[C:16]2[CH2:15][O:14][C@H:11]3[CH2:12][CH2:13][NH:8][CH2:9][C@@H:10]3[C:21]=2[CH:20]=[CH:19][C:18]=1[Cl:22], predict the reactants needed to synthesize it. (3) Given the product [Cl:1][C:2]1[CH:7]=[CH:6][C:5]([C:8]([F:9])([F:10])[F:11])=[CH:4][N+:3]=1[O-:14], predict the reactants needed to synthesize it. The reactants are: [Cl:1][C:2]1[CH:7]=[CH:6][C:5]([C:8]([F:11])([F:10])[F:9])=[CH:4][N:3]=1.NC(N)=[O:14].OO.FC(F)(F)C(OC(=O)C(F)(F)F)=O. (4) Given the product [Cl:13][C:14]1[CH:19]=[CH:18][C:17]([C:20]2[NH:12][C:11]3[N:10]([N:9]=[CH:8][C:7]=3[C:5]3[S:6][C:2]([CH3:1])=[CH:3][N:4]=3)[C:22](=[O:23])[CH:21]=2)=[CH:16][C:15]=1[O:28][CH3:29], predict the reactants needed to synthesize it. The reactants are: [CH3:1][C:2]1[S:6][C:5]([C:7]2[CH:8]=[N:9][NH:10][C:11]=2[NH2:12])=[N:4][CH:3]=1.[Cl:13][C:14]1[CH:19]=[CH:18][C:17]([C:20](=O)[CH2:21][C:22](OCC)=[O:23])=[CH:16][C:15]=1[O:28][CH3:29].CC1C=CC(S(O)(=O)=O)=CC=1. (5) The reactants are: FC(F)(F)C(O)=O.C(O[C:13](=O)[N:14]([C@@H:16]([C:28](=[O:51])[N:29]([C@H:31]([CH2:44][C:45]1[CH:50]=[CH:49][CH:48]=[CH:47][CH:46]=1)[C:32]([N:34]1[CH2:39][CH2:38][CH2:37][C@@H:36]([CH2:40][N:41]([CH3:43])[CH3:42])[CH2:35]1)=[O:33])[CH3:30])[CH2:17][C:18]1[CH:27]=[CH:26][C:25]2[C:20](=[CH:21][CH:22]=[CH:23][CH:24]=2)[CH:19]=1)C)(C)(C)C. Given the product [CH2:44]([C@@H:31]([N:29]([CH3:30])[C:28](=[O:51])[C@H:16]([NH:14][CH3:13])[CH2:17][C:18]1[CH:27]=[CH:26][C:25]2[C:20](=[CH:21][CH:22]=[CH:23][CH:24]=2)[CH:19]=1)[C:32]([N:34]1[CH2:39][CH2:38][CH2:37][C@@H:36]([CH2:40][N:41]([CH3:42])[CH3:43])[CH2:35]1)=[O:33])[C:45]1[CH:50]=[CH:49][CH:48]=[CH:47][CH:46]=1, predict the reactants needed to synthesize it. (6) Given the product [Cl:1][C:2]1[CH:3]=[C:4]([CH:9]=[C:10]([S:14][CH3:13])[N:11]=1)[C:5]([O:7][CH3:8])=[O:6], predict the reactants needed to synthesize it. The reactants are: [Cl:1][C:2]1[CH:3]=[C:4]([CH:9]=[C:10](Cl)[N:11]=1)[C:5]([O:7][CH3:8])=[O:6].[CH3:13][S-:14].[Na+]. (7) Given the product [CH2:13]([C:3]1([N:2]([CH3:15])[CH3:1])[CH2:12][CH2:11][C:6]2([O:10][CH2:9][CH2:8][O:7]2)[CH2:5][CH2:4]1)[C:3]1[CH:12]=[CH:11][CH:6]=[CH:5][CH:4]=1, predict the reactants needed to synthesize it. The reactants are: [CH3:1][N:2]([CH3:15])[C:3]1([C:13]#N)[CH2:12][CH2:11][C:6]2([O:10][CH2:9][CH2:8][O:7]2)[CH2:5][CH2:4]1.[Cl-].[NH4+].